The task is: Predict the reactants needed to synthesize the given product.. This data is from Full USPTO retrosynthesis dataset with 1.9M reactions from patents (1976-2016). (1) Given the product [NH2:1][C:2]1[CH:7]=[CH:6][CH:5]=[CH:4][C:3]=1[NH:8][C:9](=[O:17])[C:10]1[CH:15]=[CH:14][C:13]([C:39]([CH2:40][N:28]2[CH2:29][CH2:30][N:25]([C:21]3[CH:22]=[CH:23][CH:24]=[C:19]([F:18])[CH:20]=3)[CH2:26][CH2:27]2)=[CH2:38])=[CH:12][CH:11]=1, predict the reactants needed to synthesize it. The reactants are: [NH2:1][C:2]1[CH:7]=[CH:6][CH:5]=[CH:4][C:3]=1[NH:8][C:9](=[O:17])[C:10]1[CH:15]=[CH:14][C:13](I)=[CH:12][CH:11]=1.[F:18][C:19]1[CH:20]=[C:21]([N:25]2[CH2:30][CH2:29][NH:28][CH2:27][CH2:26]2)[CH:22]=[CH:23][CH:24]=1.C(=O)([O-])[O-].[K+].[K+].O1C=[CH:40][CH:39]=[C:38]1P(C1OC=CC=1)C1OC=CC=1.C=C=C. (2) Given the product [CH3:33][C:23]1[N:24]=[C:25]2[N:26]([CH2:29][CH2:30][CH2:31][CH2:32]2)[C:27](=[O:28])[C:22]=1[CH2:21][CH2:20][N:13]1[CH2:12][CH2:11][CH:10]([C:7]2[C:6]3[CH:16]=[CH:17][C:3]([F:2])=[CH:4][C:5]=3[O:9][N:8]=2)[CH2:15][CH2:14]1, predict the reactants needed to synthesize it. The reactants are: Cl.[F:2][C:3]1[CH:17]=[CH:16][C:6]2[C:7]([CH:10]3[CH2:15][CH2:14][NH:13][CH2:12][CH2:11]3)=[N:8][O:9][C:5]=2[CH:4]=1.Cl.Cl[CH2:20][CH2:21][C:22]1[C:27](=[O:28])[N:26]2[CH2:29][CH2:30][CH2:31][CH2:32][C:25]2=[N:24][C:23]=1[CH3:33].C(=O)([O-])[O-].[Na+].[Na+]. (3) Given the product [Br:37][C:38]1[CH:53]=[CH:52][C:41]2[NH:42][C:43]([C@@H:45]3[CH2:49][C:48]([F:51])([F:50])[CH2:47][N:46]3[C:7](=[O:8])[C@@H:6]([NH:5][C:3](=[O:4])[O:2][CH3:1])[CH:10]([CH3:12])[CH3:11])=[N:44][C:40]=2[CH:39]=1, predict the reactants needed to synthesize it. The reactants are: [CH3:1][O:2][C:3]([NH:5][C@@H:6]([CH:10]([CH3:12])[CH3:11])[C:7](O)=[O:8])=[O:4].CN(C(ON1N=NC2C=CC=NC1=2)=[N+](C)C)C.F[P-](F)(F)(F)(F)F.[Br:37][C:38]1[CH:53]=[CH:52][C:41]2[NH:42][C:43]([C@@H:45]3[CH2:49][C:48]([F:51])([F:50])[CH2:47][NH:46]3)=[N:44][C:40]=2[CH:39]=1.C(Cl)Cl. (4) Given the product [CH3:31][C:21]1[CH:26]=[CH:25][C:24]([S:27]([O:1][CH2:2][CH2:3][C:4]2[O:5][C:6]3[CH:12]=[CH:11][C:10]([C:13]4[CH:20]=[CH:19][C:16]([C:17]#[N:18])=[CH:15][CH:14]=4)=[CH:9][C:7]=3[CH:8]=2)(=[O:29])=[O:28])=[CH:23][CH:22]=1, predict the reactants needed to synthesize it. The reactants are: [OH:1][CH2:2][CH2:3][C:4]1[O:5][C:6]2[CH:12]=[CH:11][C:10]([C:13]3[CH:20]=[CH:19][C:16]([C:17]#[N:18])=[CH:15][CH:14]=3)=[CH:9][C:7]=2[CH:8]=1.[C:21]1([CH3:31])[CH:26]=[CH:25][C:24]([S:27](Cl)(=[O:29])=[O:28])=[CH:23][CH:22]=1.